This data is from Reaction yield outcomes from USPTO patents with 853,638 reactions. The task is: Predict the reaction yield, written as a fraction of the theoretical maximum amount of product (1.0 means a 100% yield; for example, 0.34 means a 34% yield). (1) The reactants are [OH:1]O.[Cl:3][C:4]1[CH:5]=[C:6]([C:10]2[C:15]([O:16][CH3:17])=[CH:14][CH:13]=[C:12]([S:18][C:19]3[CH:24]=[CH:23][C:22]([NH:25][C:26]([NH:28][CH2:29][CH3:30])=[O:27])=[CH:21][CH:20]=3)[CH:11]=2)[CH:7]=[CH:8][CH:9]=1. The catalyst is C(O)(=O)C. The product is [Cl:3][C:4]1[CH:5]=[C:6]([C:10]2[C:15]([O:16][CH3:17])=[CH:14][CH:13]=[C:12]([S:18]([C:19]3[CH:24]=[CH:23][C:22]([NH:25][C:26]([NH:28][CH2:29][CH3:30])=[O:27])=[CH:21][CH:20]=3)=[O:1])[CH:11]=2)[CH:7]=[CH:8][CH:9]=1. The yield is 0.680. (2) The reactants are [CH3:1][C:2]1[CH:11]=[CH:10][C:9]2[C:4](=[CH:5][CH:6]=[CH:7][C:8]=2[N:12]2[CH2:17][CH2:16][N:15]([CH2:18][CH2:19][C:20]3[CH:21]=[C:22]([CH:24]=[CH:25][CH:26]=3)[NH2:23])[CH2:14][CH2:13]2)[N:3]=1.[Cl:27][CH2:28][CH2:29][CH2:30][N:31]=[C:32]=[O:33]. No catalyst specified. The product is [ClH:27].[ClH:27].[CH3:1][C:2]1[CH:11]=[CH:10][C:9]2[C:4](=[CH:5][CH:6]=[CH:7][C:8]=2[N:12]2[CH2:13][CH2:14][N:15]([CH2:18][CH2:19][C:20]3[CH:21]=[C:22]([N:23]4[CH2:28][CH2:29][CH2:30][NH:31][C:32]4=[O:33])[CH:24]=[CH:25][CH:26]=3)[CH2:16][CH2:17]2)[N:3]=1. The yield is 0.870.